From a dataset of Reaction yield outcomes from USPTO patents with 853,638 reactions. Predict the reaction yield, written as a fraction of the theoretical maximum amount of product (1.0 means a 100% yield; for example, 0.34 means a 34% yield). (1) The reactants are [Br:1][C:2]1[CH:3]=[C:4]([N:12]([CH2:19][CH:20]([F:22])[F:21])[CH:13]2[CH2:18][CH2:17][O:16][CH2:15][CH2:14]2)[C:5]([CH3:11])=[C:6]([CH:10]=1)[C:7]([OH:9])=O.CN(C(ON1N=NC2C=CC=NC1=2)=[N+](C)C)C.F[P-](F)(F)(F)(F)F.CCN(C(C)C)C(C)C.[NH2:56][CH2:57][C:58]1[C:59](=[O:66])[NH:60][C:61]([CH3:65])=[CH:62][C:63]=1[CH3:64]. The catalyst is CN(C=O)C.O.C(Cl)Cl. The product is [Br:1][C:2]1[CH:3]=[C:4]([N:12]([CH2:19][CH:20]([F:21])[F:22])[CH:13]2[CH2:18][CH2:17][O:16][CH2:15][CH2:14]2)[C:5]([CH3:11])=[C:6]([CH:10]=1)[C:7]([NH:56][CH2:57][C:58]1[C:59](=[O:66])[NH:60][C:61]([CH3:65])=[CH:62][C:63]=1[CH3:64])=[O:9]. The yield is 0.770. (2) The reactants are [F:1][C@H:2]1[CH2:6][CH2:5][N:4](C(OC(C)(C)C)=O)[C@@H:3]1[C:14](=[O:33])[NH:15][CH2:16][C:17]1[CH:22]=[C:21]([C:23]2[CH:24]=[N:25][C:26]([C:29]([F:32])([F:31])[F:30])=[CH:27][CH:28]=2)[N:20]=[CH:19][N:18]=1.[ClH:34]. The catalyst is O1CCOCC1.C(OCC)(=O)C. The product is [ClH:34].[F:1][C@H:2]1[CH2:6][CH2:5][NH:4][C@@H:3]1[C:14]([NH:15][CH2:16][C:17]1[CH:22]=[C:21]([C:23]2[CH:24]=[N:25][C:26]([C:29]([F:32])([F:31])[F:30])=[CH:27][CH:28]=2)[N:20]=[CH:19][N:18]=1)=[O:33]. The yield is 0.950. (3) The yield is 0.768. The catalyst is C(Cl)Cl. The product is [ClH:27].[NH2:15][CH2:16][C@H:17]([C:21]1[CH:22]=[CH:23][C:24]([Cl:27])=[CH:25][CH:26]=1)[C:18]([OH:20])=[O:19]. The reactants are Cl.O1CCOCC1.C(OC([NH:15][CH2:16][C@H:17]([C:21]1[CH:26]=[CH:25][C:24]([Cl:27])=[CH:23][CH:22]=1)[C:18]([OH:20])=[O:19])=O)(C)(C)C.O1CCOCC1. (4) The reactants are [CH3:1][C:2]1[CH:3]=[C:4]2[C:10]([C:11]([O:13][CH3:14])=[O:12])=[N:9][NH:8][C:5]2=[CH:6][N:7]=1.[I:15][C:16]1[CH:17]=[C:18](B(O)O)[CH:19]=[CH:20][CH:21]=1. No catalyst specified. The product is [I:15][C:16]1[CH:21]=[C:20]([N:8]2[C:5]3=[CH:6][N:7]=[C:2]([CH3:1])[CH:3]=[C:4]3[C:10]([C:11]([O:13][CH3:14])=[O:12])=[N:9]2)[CH:19]=[CH:18][CH:17]=1. The yield is 0.450. (5) The reactants are [Li+].CCC[CH2-].Br[C:7]1[CH:16]=[C:15]2[C:10]([CH2:11][CH:12]([NH:19][C:20](=[O:26])[O:21][C:22]([CH3:25])([CH3:24])[CH3:23])[C:13](=[O:18])[N:14]2[CH3:17])=[N:9][CH:8]=1.[B:27](OC)([O:30]C)[O:28]C. The catalyst is C1COCC1. The product is [CH3:23][C:22]([O:21][C:20]([NH:19][CH:12]1[CH2:11][C:10]2[N:9]=[CH:8][C:7]([B:27]([OH:30])[OH:28])=[CH:16][C:15]=2[N:14]([CH3:17])[C:13]1=[O:18])=[O:26])([CH3:25])[CH3:24]. The yield is 1.00. (6) The reactants are [Br-].[C:2]([CH2:5][CH2:6][CH2:7][CH2:8][CH2:9][CH2:10][CH2:11][CH2:12][CH2:13][P+](C1C=CC=CC=1)(C1C=CC=CC=1)C1C=CC=CC=1)([OH:4])=[O:3].[Cl:33][C:34]1[CH:41]=[C:40]([Cl:42])[CH:39]=[CH:38][C:35]=1[CH:36]=O. No catalyst specified. The product is [Cl:33][C:34]1[CH:41]=[C:40]([Cl:42])[CH:39]=[CH:38][C:35]=1[CH:36]=[CH:13][CH2:12][CH2:11][CH2:10][CH2:9][CH2:8][CH2:7][CH2:6][CH2:5][C:2]([OH:4])=[O:3]. The yield is 0.610. (7) The reactants are O[C:2]1[C:11]2[C:6](=[N:7][CH:8]=[CH:9][CH:10]=2)[N:5]([C:12]2[CH:17]=[CH:16][CH:15]=[CH:14][CH:13]=2)[C:4](=[O:18])[C:3]=1[C:19](=O)[CH2:20][C:21]1[CH:26]=[CH:25][CH:24]=[C:23]([N+:27]([O-:29])=[O:28])[CH:22]=1.O.[NH2:32][NH2:33]. The catalyst is CN(C=O)C. The product is [N+:27]([C:23]1[CH:22]=[C:21]([CH:26]=[CH:25][CH:24]=1)[CH2:20][C:19]1[C:3]2[C:4](=[O:18])[N:5]([C:12]3[CH:17]=[CH:16][CH:15]=[CH:14][CH:13]=3)[C:6]3[N:7]=[CH:8][CH:9]=[CH:10][C:11]=3[C:2]=2[NH:33][N:32]=1)([O-:29])=[O:28]. The yield is 0.710.